Dataset: Experimentally validated miRNA-target interactions with 360,000+ pairs, plus equal number of negative samples. Task: Binary Classification. Given a miRNA mature sequence and a target amino acid sequence, predict their likelihood of interaction. (1) The miRNA is hsa-miR-218-1-3p with sequence AUGGUUCCGUCAAGCACCAUGG. The protein sequence of the target gene is MATKIDKEACRAAYNLVRDDGSAVIWVTFKYDGSTIVPGEQGAEYQHFIQQCTDDVRLFAFVRFTTGDAMSKRSKFALITWIGENVSGLQRAKTGTDKTLVKEVVQNFAKEFVISDRKELEEDFIKSELKKAGGANYDAQTE. Result: 0 (no interaction). (2) The protein sequence of the target gene is MAEAGDAALSVAEWLRALHLEQYTGLFEQHGLVWATECQGLSDTRLMDMGMLLPGHRRRILAGLLRAHTSPAPAPRPTPRPVPMKRHIFRSPPVPATPPEPLPTTTEDEGLPAAPPIPPRRSCLPPTCFTTPSTAAPDPVLPPLPAKRHLAELSVPPVPPRTGPPRLLVSLPTKEEESLLPSLSSPPQPQSEEPLSTLPQGPPQPPSPPPCPPEIPPKPVRLFPEFDDSDYDEVPEEGPGAPARVMTKKEEPPPSRVPRAVRVASLLSEGEELSGDDQGDEEEDDHAYEGVPNGGWHTSS.... The miRNA is mmu-miR-3965 with sequence UGCUUAUCAGCCUGAUGUU. Result: 0 (no interaction). (3) The miRNA is mmu-miR-493-3p with sequence UGAAGGUCCUACUGUGUGCCAGG. The protein sequence of the target gene is MAQGSHQIDFQVLHDLRQKFPEVPEVVVSRCMLQNNNNLDACCAVLSQESTRYLYGEGDLNFSDDSGISGLRNHMTSLNLDLQSQNIYHHGREGSRMNGSRTLTHSISDGQLQGGQSNSELFQQEPQTAPAQVPQGFNVFGMSSSSGASNSAPHLGFHLGSKGTSSLSQQTPRFNPIMVTLAPNIQTGRNTPTSLHIHGVPPPVLNSPQGNSIYIRPYITTPGGTTRQTQQHSGWVSQFNPMNPQQVYQPSQPGPWTTCPASNPLSHTSSQQPNQQGHQTSHVYMPISSPTTSQPPTIHS.... Result: 0 (no interaction). (4) The miRNA is hsa-miR-211-5p with sequence UUCCCUUUGUCAUCCUUCGCCU. The protein sequence of the target gene is MTSLSVHTDSPSTQGEMAFNLTILSLTELLSLGGLLGNGVALWLLNQNVYRNPFSIYLLDVACADLIFLCCHMVAIIPELLQDQLNFPEFVHISLTMLRFFCYIVGLSLLAAISTEQCLATLFPAWYLCRRPRYLTTCVCALIWVLCLLLDLLLSGACTQFFGAPSYHLCDMLWLVVAVLLAALCCTMCVTSLLLLLRVERGPERHQPRGFPTLVLLAVLLFLFCGLPFGIFWLSKNLSWHIPLYFYHFSFFMASVHSAAKPAIYFFLGSTPGQRFREPLRLVLQRALGDEAELGAGREA.... Result: 0 (no interaction). (5) The miRNA is rno-miR-10b-5p with sequence CCCUGUAGAACCGAAUUUGUGU. The protein sequence of the target gene is MTLLTFRDVAIEFSLEEWKCLDLAQQNLYRDVMLENYRNLFSVGLTVCKPGLITCLEQRKEPWNVKRQEAADGHPEMGFHHATQACLELLGSSDLPASASQSAGITGVNHRAQPGLNVSVDKFTALCSPGVLQTVKWFLEFRCIFSLAMSSHFTQDLLPEQGIQDAFPKRILRGYGNCGLDNLYLRKDWESLDECKLQKDYNGLNQCSSTTHSKIFQYNKYVKIFDNFSNLHRRNISNTGEKPFKCQECGKSFQMLSFLTEHQKIHTGKKFQKCGECGKTFIQCSHFTEPENIDTGEKPY.... Result: 0 (no interaction). (6) The miRNA is hsa-miR-3916 with sequence AAGAGGAAGAAAUGGCUGGUUCUCAG. The protein sequence of the target gene is MPAKGKKGKGQGKSHGKKQKKPEVDILSPAAMLNLYYIAHNVADCLHLRGFHWPGAPKGKKGRSK. Result: 1 (interaction). (7) The miRNA is hsa-let-7c-5p with sequence UGAGGUAGUAGGUUGUAUGGUU. Result: 1 (interaction). The protein sequence of the target gene is MSVEDGGMPGLGRPRQARWTLMLLLSTAMYGAHAPLLALCHVDGRVPFRPSSAVLLTELTKLLLCAFSLLVGWQAWPQGPPPWRQAAPFALSALLYGANNNLVIYLQRYMDPSTYQVLSNLKIGSTAVLYCLCLRHRLSVRQGLALLLLMAAGACYAAGGLQVPGNTLPSPPPAAAASPMPLHITPLGLLLLILYCLISGLSSVYTELLMKRQRLPLALQNLFLYTFGVLLNLGLHAGGGSGPGLLEGFSGWAALVVLSQALNGLLMSAVMKHGSSITRLFVVSCSLVVNAVLSAVLLRL.... (8) The miRNA is mmu-miR-883b-5p with sequence UACUGAGAAUGGGUAGCAGUCA. The protein sequence of the target gene is MGSSKKVTLSVLSREQSEGVGARVRRSIGRPELKNLDPFLLFDEFKGGRPGGFPDHPHRGFETVSYLLEGGSMAHEDFCGHTGKMNPGDLQWMTAGRGILHAEMPCSEEPAHGLQLWVNLRSSEKMVEPQYQELKSEEIPKPSKDGVTVAVISGEALGIKSKVYTRTPTLYLDFKLDPGAKHSQPIPKGWTSFIYTISGDVYIGPDDAQQKIEPHHTAVLGEGDSVQVENKDPKRSHFVLIAGEPLREPVIQHGPFVMNTNEEISQAILDFRNAKNGFERAKTWKSKIGN. Result: 0 (no interaction).